Task: Predict the product of the given reaction.. Dataset: Forward reaction prediction with 1.9M reactions from USPTO patents (1976-2016) Given the reactants [Si:1]([O:8][CH2:9][C:10]1[N:15]=[CH:14][C:13]2[N:16]([C:19]3[S:23][C:22]([C:24]([O:26][CH3:27])=[O:25])=[C:21]([OH:28])[CH:20]=3)[CH:17]=[N:18][C:12]=2[CH:11]=1)([C:4]([CH3:7])([CH3:6])[CH3:5])([CH3:3])[CH3:2].[F:29][C:30]([F:41])([F:40])[C:31]1[CH:36]=[CH:35][CH:34]=[CH:33][C:32]=1[C@@H:37](O)[CH3:38].C1(P(C2C=CC=CC=2)C2C=CC=CC=2)C=CC=CC=1.N(C(OC(C)(C)C)=O)=NC(OC(C)(C)C)=O, predict the reaction product. The product is: [Si:1]([O:8][CH2:9][C:10]1[N:15]=[CH:14][C:13]2[N:16]([C:19]3[S:23][C:22]([C:24]([O:26][CH3:27])=[O:25])=[C:21]([O:28][C@@H:37]([C:32]4[CH:33]=[CH:34][CH:35]=[CH:36][C:31]=4[C:30]([F:29])([F:40])[F:41])[CH3:38])[CH:20]=3)[CH:17]=[N:18][C:12]=2[CH:11]=1)([C:4]([CH3:5])([CH3:6])[CH3:7])([CH3:2])[CH3:3].